From a dataset of Forward reaction prediction with 1.9M reactions from USPTO patents (1976-2016). Predict the product of the given reaction. (1) Given the reactants [F:1][C:2]1[C:7]([F:8])=[CH:6][C:5]([F:9])=[C:4]([NH:10]N)[N:3]=1, predict the reaction product. The product is: [NH2:10][C:4]1[C:5]([F:9])=[CH:6][C:7]([F:8])=[C:2]([F:1])[N:3]=1. (2) Given the reactants Br[C:2]1[CH:7]=[C:6]([Br:8])[C:5]([F:9])=[CH:4][C:3]=1[F:10].C([Li])CCC.[F:16][C:17]1[CH:18]=[C:19]([CH:22]=[CH:23][CH:24]=1)[CH:20]=[O:21].[Cl-].[NH4+], predict the reaction product. The product is: [Br:8][C:6]1[C:5]([F:9])=[CH:4][C:3]([F:10])=[C:2]([CH:20]([C:19]2[CH:22]=[CH:23][CH:24]=[C:17]([F:16])[CH:18]=2)[OH:21])[CH:7]=1. (3) The product is: [S:3]1[C:4]2[CH:10]=[CH:9][CH:8]=[CH:7][C:5]=2[N:6]=[C:2]1[NH:18][C:17]1[CH:19]=[CH:20][C:14]([O:13][CH2:11][CH3:12])=[CH:15][CH:16]=1. Given the reactants Cl[C:2]1[S:3][C:4]2[CH:10]=[CH:9][CH:8]=[CH:7][C:5]=2[N:6]=1.[CH2:11]([O:13][C:14]1[CH:20]=[CH:19][C:17]([NH2:18])=[CH:16][CH:15]=1)[CH3:12], predict the reaction product. (4) Given the reactants C(OC([N:8]1[CH2:17][CH2:16][C:15]2[N:14]([CH2:18][C:19]3[CH:24]=[CH:23][C:22]([Cl:25])=[CH:21][CH:20]=3)[N:13]=[C:12]([C:26]3[CH:31]=[CH:30][C:29]([Cl:32])=[CH:28][CH:27]=3)[C:11]=2[CH2:10][CH2:9]1)=O)(C)(C)C.C(OC(N1CCC2N(CC3C=CC(Cl)=CC=3)N=C(S(C(F)(F)F)(=O)=O)C=2CC1)=O)(C)(C)C.[O-]P([O-])([O-])=O.[K+].[K+].[K+].ClC1C=CC(B(O)O)=CC=1, predict the reaction product. The product is: [Cl:25][C:22]1[CH:21]=[CH:20][C:19]([CH2:18][N:14]2[C:15]3[CH2:16][CH2:17][NH:8][CH2:9][CH2:10][C:11]=3[C:12]([C:26]3[CH:31]=[CH:30][C:29]([Cl:32])=[CH:28][CH:27]=3)=[N:13]2)=[CH:24][CH:23]=1. (5) Given the reactants [N+:1]([C:4]1[CH:5]=[CH:6][C:7]2[O:11][C:10]([CH2:12][OH:13])=[CH:9][C:8]=2[CH:14]=1)([O-:3])=[O:2], predict the reaction product. The product is: [CH:12]([C:10]1[O:11][C:7]2[CH:6]=[CH:5][C:4]([N+:1]([O-:3])=[O:2])=[CH:14][C:8]=2[CH:9]=1)=[O:13]. (6) Given the reactants [F:1][C:2]([F:32])([F:31])[C:3]1[CH:8]=[CH:7][C:6]([NH:9][C:10](=[O:30])[NH:11][C:12]2[CH:13]=[C:14]([CH:27]=[CH:28][CH:29]=2)[C:15]([N:17]2[CH2:22][CH2:21][CH:20]([C:23]([O:25]C)=[O:24])[CH2:19][CH2:18]2)=[O:16])=[CH:5][CH:4]=1.[Li+].[OH-], predict the reaction product. The product is: [F:32][C:2]([F:1])([F:31])[C:3]1[CH:4]=[CH:5][C:6]([NH:9][C:10](=[O:30])[NH:11][C:12]2[CH:13]=[C:14]([CH:27]=[CH:28][CH:29]=2)[C:15]([N:17]2[CH2:18][CH2:19][CH:20]([C:23]([OH:25])=[O:24])[CH2:21][CH2:22]2)=[O:16])=[CH:7][CH:8]=1. (7) Given the reactants [Cl:1][C:2]1[CH:7]=[CH:6][CH:5]=[CH:4][C:3]=1[C:8]1[O:12][N:11]=[CH:10][C:9]=1[C:13]([OH:15])=O.C(O)(=O)C(O)=O.[CH3:22][O:23][C:24]1[CH:29]=[CH:28][C:27]([CH:30]2[CH2:34][CH2:33][NH:32][CH2:31]2)=[CH:26][CH:25]=1, predict the reaction product. The product is: [Cl:1][C:2]1[CH:7]=[CH:6][CH:5]=[CH:4][C:3]=1[C:8]1[O:12][N:11]=[CH:10][C:9]=1[C:13]([N:32]1[CH2:33][CH2:34][CH:30]([C:27]2[CH:28]=[CH:29][C:24]([O:23][CH3:22])=[CH:25][CH:26]=2)[CH2:31]1)=[O:15]. (8) Given the reactants Br[C:2]1[N:11]([CH2:12][O:13][CH2:14][CH2:15][Si:16]([CH3:19])([CH3:18])[CH3:17])[C:5]2[CH:6]=[N:7][NH:8][C:9](=[O:10])[C:4]=2[C:3]=1[Cl:20].BrC1N(COCC[Si](C)(C)C)C2C=NNC(=O)C=2C=1.[CH:40]1([O:44][C:45]2[CH:46]=[C:47](B3OC(C)(C)C(C)(C)O3)[CH:48]=[CH:49][C:50]=2[O:51][CH3:52])[CH2:43][CH2:42][CH2:41]1.C1(OC2C=C(B3OC(C)(C)C(C)(C)O3)C=CC=2OC(F)F)CC1, predict the reaction product. The product is: [Cl:20][C:3]1[C:4]2[C:9](=[O:10])[NH:8][N:7]=[CH:6][C:5]=2[N:11]([CH2:12][O:13][CH2:14][CH2:15][Si:16]([CH3:19])([CH3:18])[CH3:17])[C:2]=1[C:47]1[CH:48]=[CH:49][C:50]([O:51][CH3:52])=[C:45]([O:44][CH:40]2[CH2:41][CH2:42][CH2:43]2)[CH:46]=1. (9) Given the reactants [CH:1]1([OH:5])[CH2:4][CH2:3][CH2:2]1.[C:6]1([CH3:16])[CH:11]=[CH:10][C:9]([S:12](Cl)(=[O:14])=[O:13])=[CH:8][CH:7]=1.Cl, predict the reaction product. The product is: [CH3:16][C:6]1[CH:11]=[CH:10][C:9]([S:12]([O:5][CH:1]2[CH2:4][CH2:3][CH2:2]2)(=[O:14])=[O:13])=[CH:8][CH:7]=1.